From a dataset of Peptide-MHC class II binding affinity with 134,281 pairs from IEDB. Regression. Given a peptide amino acid sequence and an MHC pseudo amino acid sequence, predict their binding affinity value. This is MHC class II binding data. The peptide sequence is SEPGKYTAYEGQRVVF. The MHC is DRB3_0202 with pseudo-sequence DRB3_0202. The binding affinity (normalized) is 0.439.